Dataset: Reaction yield outcomes from USPTO patents with 853,638 reactions. Task: Predict the reaction yield, written as a fraction of the theoretical maximum amount of product (1.0 means a 100% yield; for example, 0.34 means a 34% yield). (1) The reactants are [F:1][C:2]1[CH:10]=[CH:9][CH:8]=[C:7]([F:11])[C:3]=1[C:4](Cl)=[O:5].[CH3:12][C:13]1[O:14][C:15]2[CH:28]=[CH:27][CH:26]=[CH:25][C:16]=2[C:17]=1[C:18]1[N:19]=[CH:20][C:21]([NH2:24])=[N:22][CH:23]=1.CCN(C(C)C)C(C)C. The catalyst is ClCCl.O1CCCC1.CO.[OH-].[Na+]. The product is [F:1][C:2]1[CH:10]=[CH:9][CH:8]=[C:7]([F:11])[C:3]=1[C:4]([NH:24][C:21]1[CH:20]=[N:19][C:18]([C:17]2[C:16]3[CH:25]=[CH:26][CH:27]=[CH:28][C:15]=3[O:14][C:13]=2[CH3:12])=[CH:23][N:22]=1)=[O:5]. The yield is 0.540. (2) The reactants are [OH:1][C:2]([C:4](F)(F)F)=O.OC(C(F)(F)F)=O.[F:15][CH2:16][CH2:17][N:18]1[CH2:23][CH2:22][NH:21][CH2:20][CH2:19]1.C(=O)([O-])[O-].[K+].[K+].BrCCO.BrC(O)C. The catalyst is C(#N)C. The product is [F:15][CH2:16][CH2:17][N:18]1[CH2:23][CH2:22][N:21]([CH2:4][CH2:2][OH:1])[CH2:20][CH2:19]1. The yield is 0.660. (3) The reactants are [CH:1]1([C:5]([O:7]CC)=O)[CH2:4][CH2:3][CH2:2]1.[CH3:10][C:11]([CH3:13])=[O:12]. The catalyst is CCOCC. The product is [CH:1]1([C:5](=[O:7])[CH2:10][C:11](=[O:12])[CH3:13])[CH2:2][CH2:3][CH2:4]1. The yield is 0.760. (4) The reactants are [F:1][C:2]1[CH:7]=[CH:6][CH:5]=[C:4]([F:8])[C:3]=1[N:9]1[C:14]2[N:15]=[C:16](S(C)=O)[N:17]=[C:18]([C:19]3[CH:20]=[C:21]([CH:32]=[CH:33][C:34]=3[CH3:35])[C:22]([NH:24][C:25]3[CH:30]=[CH:29][C:28]([F:31])=[CH:27][CH:26]=3)=[O:23])[C:13]=2[CH2:12][NH:11][C:10]1=[O:39].[CH3:40][C:41]([NH:44][CH2:45][CH2:46][CH2:47][NH2:48])([CH3:43])[CH3:42]. The catalyst is C1COCC1. The product is [F:1][C:2]1[CH:7]=[CH:6][CH:5]=[C:4]([F:8])[C:3]=1[N:9]1[C:14]2[N:15]=[C:16]([NH:48][CH2:47][CH2:46][CH2:45][NH:44][C:41]([CH3:43])([CH3:42])[CH3:40])[N:17]=[C:18]([C:19]3[CH:20]=[C:21]([CH:32]=[CH:33][C:34]=3[CH3:35])[C:22]([NH:24][C:25]3[CH:30]=[CH:29][C:28]([F:31])=[CH:27][CH:26]=3)=[O:23])[C:13]=2[CH2:12][NH:11][C:10]1=[O:39]. The yield is 0.800. (5) The reactants are [CH3:1][C:2]1[NH:3][CH:4]=[C:5]([C:7]([OH:9])=O)[N:6]=1.[NH2:10][C@@H:11]([CH3:28])[CH2:12][N:13]1[CH:17]=[CH:16][C:15]([C:18]2[CH:25]=[C:24]([F:26])[C:21]([C:22]#[N:23])=[C:20]([Cl:27])[CH:19]=2)=[N:14]1. No catalyst specified. The product is [Cl:27][C:20]1[CH:19]=[C:18]([C:15]2[CH:16]=[CH:17][N:13]([CH2:12][C@@H:11]([NH:10][C:7]([C:5]3[N:6]=[C:2]([CH3:1])[NH:3][CH:4]=3)=[O:9])[CH3:28])[N:14]=2)[CH:25]=[C:24]([F:26])[C:21]=1[C:22]#[N:23]. The yield is 0.102. (6) The reactants are [H-].[Na+].O1CCCC1.[C:8](=[O:13])([O:11][CH3:12])OC.[N:14]1[CH:19]=[CH:18][C:17]([C:20]2[S:24][C:23]([C:25](=[O:27])[CH3:26])=[CH:22][CH:21]=2)=[CH:16][CH:15]=1. No catalyst specified. The product is [O:27]=[C:25]([C:23]1[S:24][C:20]([C:17]2[CH:18]=[CH:19][N:14]=[CH:15][CH:16]=2)=[CH:21][CH:22]=1)[CH2:26][C:8]([O:11][CH3:12])=[O:13]. The yield is 0.360. (7) The yield is 0.920. The reactants are [OH:1][C:2]1[CH:9]=[CH:8][C:5]([C:6]#[N:7])=[CH:4][CH:3]=1.C(=O)([O-])[O-].[K+].[K+].Br[CH2:17][CH2:18][CH2:19][CH2:20][CH2:21][CH2:22][CH2:23][CH3:24]. The catalyst is CC(C)=O. The product is [CH2:17]([O:1][C:2]1[CH:9]=[CH:8][C:5]([C:6]#[N:7])=[CH:4][CH:3]=1)[CH2:18][CH2:19][CH2:20][CH2:21][CH2:22][CH2:23][CH3:24].